Dataset: Catalyst prediction with 721,799 reactions and 888 catalyst types from USPTO. Task: Predict which catalyst facilitates the given reaction. Reactant: [O:1]1[C:6]2[CH:7]=[CH:8][CH:9]=[C:10]([N:11]([CH2:15][CH2:16][OH:17])[CH2:12][CH2:13][OH:14])[C:5]=2[O:4][CH2:3][CH2:2]1.C(N(CC)CC)C.[S:25](Cl)([CH3:28])(=[O:27])=[O:26]. Product: [O:1]1[C:6]2[CH:7]=[CH:8][CH:9]=[C:10]([N:11]([CH2:15][CH2:16][O:17][S:25]([CH3:28])(=[O:27])=[O:26])[CH2:12][CH2:13][O:14][S:25]([CH3:28])(=[O:27])=[O:26])[C:5]=2[O:4][CH2:3][CH2:2]1. The catalyst class is: 2.